Dataset: Reaction yield outcomes from USPTO patents with 853,638 reactions. Task: Predict the reaction yield, written as a fraction of the theoretical maximum amount of product (1.0 means a 100% yield; for example, 0.34 means a 34% yield). The reactants are [CH:1]1([C:4]([N:6]2[CH2:11][CH2:10][N:9](C(OCC3C=CC=CC=3)=O)[CH2:8][CH2:7]2)=[O:5])[CH2:3][CH2:2]1. The catalyst is C(O)C.[C].[Pd]. The product is [CH:1]1([C:4]([N:6]2[CH2:11][CH2:10][NH:9][CH2:8][CH2:7]2)=[O:5])[CH2:2][CH2:3]1. The yield is 0.973.